From a dataset of Catalyst prediction with 721,799 reactions and 888 catalyst types from USPTO. Predict which catalyst facilitates the given reaction. Reactant: Cl.Cl.[O:3]1[C:12]2[C:7](=[CH:8][CH:9]=[CH:10][CH:11]=2)[C@H:6]([NH:13][C:14]([C@@H:16]2[CH2:21][N:20]3[CH2:22][CH2:23][CH2:24][C@@H:19]3[CH2:18][N:17]2[C:25](=[O:40])[C@@H:26]([NH:33][C:34](=[O:39])[C@H:35]([CH3:38])[NH:36][CH3:37])[C:27]2[CH:32]=[CH:31][CH:30]=[CH:29][CH:28]=2)=[O:15])[CH2:5][CH2:4]1.C(=O)([O-])O.[Na+]. Product: [O:3]1[C:12]2[C:7](=[CH:8][CH:9]=[CH:10][CH:11]=2)[C@H:6]([NH:13][C:14]([C@@H:16]2[CH2:21][N:20]3[CH2:22][CH2:23][CH2:24][C@@H:19]3[CH2:18][N:17]2[C:25](=[O:40])[C@@H:26]([NH:33][C:34](=[O:39])[C@H:35]([CH3:38])[NH:36][CH3:37])[C:27]2[CH:32]=[CH:31][CH:30]=[CH:29][CH:28]=2)=[O:15])[CH2:5][CH2:4]1. The catalyst class is: 6.